This data is from Full USPTO retrosynthesis dataset with 1.9M reactions from patents (1976-2016). The task is: Predict the reactants needed to synthesize the given product. (1) The reactants are: Br[C:2]1[CH:7]=[CH:6][C:5]([N:8]2[CH2:13][CH2:12][O:11][CH2:10][CH2:9]2)=[CH:4][C:3]=1[O:14][CH3:15].C([Li])CCC.C([O:23][CH2:24]C)C.[OH2:26]. Given the product [CH3:15][O:14][C:3]1[CH:4]=[C:5]([N:8]2[CH2:13][CH2:12][O:11][CH2:10][CH2:9]2)[CH:6]=[CH:7][C:2]=1[C:24]([OH:23])=[O:26], predict the reactants needed to synthesize it. (2) Given the product [OH:20][C@@H:19]1[C@H:18]([OH:22])[C@@H:17]([O:24][CH3:25])[C:16]([CH3:26])([CH3:27])[O:15][C@H:14]1[O:13][C:12]1[C:11]([CH3:28])=[C:10]2[C:5]([CH:6]=[C:7]([NH:30][C:61]([C:53]3[NH:52][C:60]4[C:55]([CH:54]=3)=[CH:56][CH:57]=[CH:58][CH:59]=4)=[O:63])[C:8](=[O:29])[O:9]2)=[CH:4][C:3]=1[O:2][CH3:1], predict the reactants needed to synthesize it. The reactants are: [CH3:1][O:2][C:3]1[CH:4]=[C:5]2[C:10](=[C:11]([CH3:28])[C:12]=1[O:13][C@H:14]1[C@@H:19]3[O:20]C(=O)[O:22][C@@H:18]3[C@@H:17]([O:24][CH3:25])[C:16]([CH3:27])([CH3:26])[O:15]1)[O:9][C:8](=[O:29])[C:7]([NH:30]C(=O)OCC1C=CC=CC=1)=[CH:6]2.CCN=C=NCCCN(C)C.[NH:52]1[C:60]2[C:55](=[CH:56][CH:57]=[CH:58][CH:59]=2)[CH:54]=[C:53]1[C:61]([OH:63])=O.C(=O)([O-])[O-]. (3) Given the product [CH3:1][O:2][C:3]1[C:8]([C:9]2[NH:10][C:11]3[C:16]([CH:17]=2)=[CH:15][C:14]([C:18]([NH:63][CH2:62][CH2:61][CH2:60][N:57]2[CH2:58][CH2:59][O:54][CH2:55][CH2:56]2)=[O:20])=[CH:13][CH:12]=3)=[CH:7][CH:6]=[CH:5][N:4]=1, predict the reactants needed to synthesize it. The reactants are: [CH3:1][O:2][C:3]1[C:8]([C:9]2[NH:10][C:11]3[C:16]([CH:17]=2)=[CH:15][C:14]([C:18]([OH:20])=O)=[CH:13][CH:12]=3)=[CH:7][CH:6]=[CH:5][N:4]=1.CN(C(ON1N=NC2C=CC=CC1=2)=[N+](C)C)C.F[P-](F)(F)(F)(F)F.C(N(CC)C(C)C)(C)C.[O:54]1[CH2:59][CH2:58][N:57]([CH2:60][CH2:61][CH2:62][NH2:63])[CH2:56][CH2:55]1. (4) Given the product [CH3:19][C:17]1([CH3:18])[C:16]2[CH:15]=[CH:14][C:11]([C:12]#[N:13])=[CH:10][C:9]=2[CH2:8][O:20]1, predict the reactants needed to synthesize it. The reactants are: P(=O)(O)(O)O.O.O[CH2:8][C:9]1[CH:10]=[C:11]([CH:14]=[CH:15][C:16]=1[C:17]([OH:20])([CH3:19])[CH3:18])[C:12]#[N:13]. (5) The reactants are: [N:1]1([CH2:6][CH2:7][O:8][CH2:9][CH:10]2[CH2:15][CH2:14][NH:13][CH2:12][CH2:11]2)[CH2:5][CH2:4][CH2:3][CH2:2]1.[Br:16][C:17]1[S:26][C:20]2[N:21]=[C:22](Cl)[N:23]=[CH:24][C:19]=2[C:18]=1[C:27]1[CH:32]=[CH:31][CH:30]=[CH:29][CH:28]=1.C(=O)([O-])[O-].[K+].[K+]. Given the product [Br:16][C:17]1[S:26][C:20]2[N:21]=[C:22]([N:13]3[CH2:14][CH2:15][CH:10]([CH2:9][O:8][CH2:7][CH2:6][N:1]4[CH2:5][CH2:4][CH2:3][CH2:2]4)[CH2:11][CH2:12]3)[N:23]=[CH:24][C:19]=2[C:18]=1[C:27]1[CH:32]=[CH:31][CH:30]=[CH:29][CH:28]=1, predict the reactants needed to synthesize it. (6) Given the product [CH2:1]([O:9][C@@H:10]1[CH2:18][C@H:17]([O:19][CH2:20][C:21]2[CH:22]=[CH:23][CH:24]=[CH:25][CH:26]=2)[C@@H:16]([CH2:28][O:29][CH2:30][C:31]2[CH:32]=[CH:33][CH:34]=[CH:35][CH:36]=2)[O:15][C@H:11]1[S:12][CH2:13][CH3:14])[C:2]1[CH:7]=[CH:6][CH:5]=[CH:4][CH:3]=1, predict the reactants needed to synthesize it. The reactants are: [C:1]([O:9][C@@H:10]1[CH2:18][C@H:17]([O:19][C:20](=O)[C:21]2[CH:26]=[CH:25][CH:24]=[CH:23][CH:22]=2)[C@@H:16]([CH2:28][O:29][C:30](=O)[C:31]2[CH:36]=[CH:35][CH:34]=[CH:33][CH:32]=2)[O:15][C@H:11]1[S:12][CH2:13][CH3:14])(=O)[C:2]1[CH:7]=[CH:6][CH:5]=[CH:4][CH:3]=1. (7) The reactants are: N1C=CN=C1.[C:6]([Si:10](Cl)([CH3:12])[CH3:11])([CH3:9])([CH3:8])[CH3:7].[I:14][C:15]1[CH:20]=[CH:19][C:18]([OH:21])=[CH:17][CH:16]=1.O. Given the product [I:14][C:15]1[CH:20]=[CH:19][C:18]([O:21][Si:10]([CH3:12])([CH3:11])[C:6]([CH3:9])([CH3:8])[CH3:7])=[CH:17][CH:16]=1, predict the reactants needed to synthesize it. (8) Given the product [CH2:1]1[NH:6][C@H:5]([CH2:7][OH:8])[C@@H:4]([OH:9])[C@H:3]([OH:10])[C@H:2]1[OH:11].[CH2:30]([OH:31])[C@H:15]1[NH:14][C@H:19]([CH2:20][OH:21])[C@H:18]([OH:22])[C@@H:17]([OH:23])[C@@H:16]1[OH:24].[CH2:20]([OH:21])[C@H:1]1[NH:6][C@H:5]([CH2:7][OH:8])[C@H:4]([OH:9])[CH:3]([OH:10])[C@@H:2]1[OH:11], predict the reactants needed to synthesize it. The reactants are: [CH2:1]1[NH:6][C@H:5]([CH2:7][OH:8])[C@@H:4]([OH:9])[C@H:3]([OH:10])[C@H:2]1[OH:11].C1[C@H:20]([OH:21])[C@H:19]2[N:14]([CH2:15][C@H:16]([OH:24])[C@@H:17]([OH:23])[C@@H:18]2[OH:22])C1.C1[C@@H:30]([OH:31])[C@H](O)[C@@H](CO)NC1.